Dataset: Full USPTO retrosynthesis dataset with 1.9M reactions from patents (1976-2016). Task: Predict the reactants needed to synthesize the given product. (1) Given the product [C:35]([O:34][C:33]([NH:32][C:18]1[C:17]([Cl:16])=[C:22]([CH:23]([OH:29])[CH2:24][N:25]([CH2:26][CH2:27][OH:28])[C:9](=[O:10])[O:11][C:12]([CH3:13])([CH3:14])[CH3:15])[CH:21]=[C:20]([C:30]#[N:31])[CH:19]=1)=[O:39])([CH3:38])([CH3:36])[CH3:37], predict the reactants needed to synthesize it. The reactants are: [CH3:13][C:12]([O:11][C:9](O[C:9]([O:11][C:12]([CH3:15])([CH3:14])[CH3:13])=[O:10])=[O:10])([CH3:15])[CH3:14].[Cl:16][C:17]1[C:22]([CH:23]([OH:29])[CH2:24][NH:25][CH2:26][CH2:27][OH:28])=[CH:21][C:20]([C:30]#[N:31])=[CH:19][C:18]=1[NH:32][C:33](=[O:39])[O:34][C:35]([CH3:38])([CH3:37])[CH3:36]. (2) Given the product [C:7]1([S:13]([CH2:16][C:17]2[CH:18]=[CH:19][C:20]([C:31]3[CH:35]=[CH:34][O:33][C:32]=3[C:36]([OH:39])=[O:37])=[C:21]([OH:30])[C:22]=2[C:23]([O:25][C:26]([CH3:29])([CH3:28])[CH3:27])=[O:24])(=[O:15])=[O:14])[CH:8]=[CH:9][CH:10]=[CH:11][CH:12]=1, predict the reactants needed to synthesize it. The reactants are: OP([O-])(O)=O.[Na+].[C:7]1([S:13]([CH2:16][C:17]2[C:22]([C:23]([O:25][C:26]([CH3:29])([CH3:28])[CH3:27])=[O:24])=[C:21]([OH:30])[C:20]([C:31]3[CH:35]=[CH:34][O:33][C:32]=3[CH:36]=[O:37])=[CH:19][CH:18]=2)(=[O:15])=[O:14])[CH:12]=[CH:11][CH:10]=[CH:9][CH:8]=1.Cl([O-])=[O:39].[Na+]. (3) Given the product [F:22][C:23]([C:26]1[S:30][C:29]2=[N:31][C:18]([C:16]3[O:17][C:13]4[CH:12]=[CH:11][N:10]=[C:9]([OH:8])[C:14]=4[CH:15]=3)=[CH:19][N:28]2[N:27]=1)([F:25])[CH3:24], predict the reactants needed to synthesize it. The reactants are: C([O:8][C:9]1[C:14]2[CH:15]=[C:16]([C:18](=O)[CH2:19]Br)[O:17][C:13]=2[CH:12]=[CH:11][N:10]=1)C1C=CC=CC=1.[F:22][C:23]([C:26]1[S:30][C:29]([NH2:31])=[N:28][N:27]=1)([F:25])[CH3:24].CC(O)C. (4) Given the product [C:1]([O:5][C:6](=[O:7])[NH:8][C:9]1[C:22]2[CH2:21][C:20]3[C:15](=[CH:16][CH:17]=[CH:18][CH:19]=3)[S:14][C:13]=2[C:12]([B:31]2[O:35][C:34]([CH3:37])([CH3:36])[C:33]([CH3:39])([CH3:38])[O:32]2)=[CH:11][CH:10]=1)([CH3:3])([CH3:2])[CH3:4], predict the reactants needed to synthesize it. The reactants are: [C:1]([O:5][C:6]([NH:8][C:9]1[C:22]2[CH2:21][C:20]3[C:15](=[CH:16][CH:17]=[CH:18][CH:19]=3)[S:14][C:13]=2[C:12](OS(C(F)(F)F)(=O)=O)=[CH:11][CH:10]=1)=[O:7])([CH3:4])([CH3:3])[CH3:2].[B:31]1([B:31]2[O:35][C:34]([CH3:37])([CH3:36])[C:33]([CH3:39])([CH3:38])[O:32]2)[O:35][C:34]([CH3:37])([CH3:36])[C:33]([CH3:39])([CH3:38])[O:32]1.C([O-])(=O)C.[K+]. (5) Given the product [ClH:14].[Cl:16][CH2:13][C:3]1[N:7]([CH2:8][CH2:9][CH3:10])[C:6]([S:11][CH3:12])=[N:5][N:4]=1, predict the reactants needed to synthesize it. The reactants are: OC[C:3]1[N:7]([CH2:8][CH2:9][CH3:10])[C:6]([S:11][CH3:12])=[N:5][N:4]=1.[CH:13]([Cl:16])(Cl)[Cl:14]. (6) Given the product [C:25]([C:23]1[O:22][N:21]=[C:20]([NH:19][C:17]([NH:16][C:12]2[CH:11]=[C:10]([C:9]#[C:8][C:5]3[CH:6]=[N:7][C:2]([NH:1][C:35](=[O:36])[CH2:34][O:33][CH2:32][CH2:31][O:30][CH3:29])=[N:3][CH:4]=3)[CH:15]=[CH:14][CH:13]=2)=[O:18])[CH:24]=1)([CH3:28])([CH3:27])[CH3:26], predict the reactants needed to synthesize it. The reactants are: [NH2:1][C:2]1[N:7]=[CH:6][C:5]([C:8]#[C:9][C:10]2[CH:11]=[C:12]([NH:16][C:17]([NH:19][C:20]3[CH:24]=[C:23]([C:25]([CH3:28])([CH3:27])[CH3:26])[O:22][N:21]=3)=[O:18])[CH:13]=[CH:14][CH:15]=2)=[CH:4][N:3]=1.[CH3:29][O:30][CH2:31][CH2:32][O:33][CH2:34][C:35](O)=[O:36].P(Cl)(Cl)(Cl)=O. (7) Given the product [N:37]1[CH:38]=[CH:39][CH:40]=[CH:41][C:36]=1[CH2:35][CH2:34][NH:8][C:9]1[CH:10]=[CH:11][C:12]([NH:13][C:14]([C:16]2[C:17]([C:22]3[CH:23]=[CH:24][C:25]([C:28]([F:29])([F:30])[F:31])=[CH:26][CH:27]=3)=[CH:18][CH:19]=[CH:20][CH:21]=2)=[O:15])=[CH:32][CH:33]=1, predict the reactants needed to synthesize it. The reactants are: C(OC([N:8]([CH2:34][CH2:35][C:36]1[CH:41]=[CH:40][CH:39]=[CH:38][N:37]=1)[C:9]1[CH:33]=[CH:32][C:12]([NH:13][C:14]([C:16]2[CH:21]=[CH:20][CH:19]=[CH:18][C:17]=2[C:22]2[CH:27]=[CH:26][C:25]([C:28]([F:31])([F:30])[F:29])=[CH:24][CH:23]=2)=[O:15])=[CH:11][CH:10]=1)=O)(C)(C)C.FC(F)(F)C(O)=O.